This data is from NCI-60 drug combinations with 297,098 pairs across 59 cell lines. The task is: Regression. Given two drug SMILES strings and cell line genomic features, predict the synergy score measuring deviation from expected non-interaction effect. (1) Cell line: DU-145. Drug 2: C1=CC=C(C=C1)NC(=O)CCCCCCC(=O)NO. Synergy scores: CSS=35.9, Synergy_ZIP=-6.46, Synergy_Bliss=1.54, Synergy_Loewe=-24.1, Synergy_HSA=5.46. Drug 1: CC(CN1CC(=O)NC(=O)C1)N2CC(=O)NC(=O)C2. (2) Drug 1: CC1C(C(CC(O1)OC2CC(CC3=C2C(=C4C(=C3O)C(=O)C5=C(C4=O)C(=CC=C5)OC)O)(C(=O)C)O)N)O.Cl. Drug 2: B(C(CC(C)C)NC(=O)C(CC1=CC=CC=C1)NC(=O)C2=NC=CN=C2)(O)O. Cell line: ACHN. Synergy scores: CSS=23.6, Synergy_ZIP=4.10, Synergy_Bliss=5.81, Synergy_Loewe=4.69, Synergy_HSA=4.81. (3) Drug 1: CCCS(=O)(=O)NC1=C(C(=C(C=C1)F)C(=O)C2=CNC3=C2C=C(C=N3)C4=CC=C(C=C4)Cl)F. Drug 2: CS(=O)(=O)OCCCCOS(=O)(=O)C. Cell line: NCI-H322M. Synergy scores: CSS=-6.06, Synergy_ZIP=5.90, Synergy_Bliss=4.34, Synergy_Loewe=-1.09, Synergy_HSA=-2.72.